Task: Predict the product of the given reaction.. Dataset: Forward reaction prediction with 1.9M reactions from USPTO patents (1976-2016) Given the reactants [CH3:1][C:2]1[NH:3][CH:4]=[C:5]([C:7]([OH:9])=O)[N:6]=1.CN(C(ON1N=NC2C=CC=CC1=2)=[N+](C)C)C.F[P-](F)(F)(F)(F)F.CCN=C=NCCCN(C)C.CCN(C(C)C)C(C)C.[NH2:54][C@@H:55]([CH3:71])[CH2:56][N:57]1[CH:61]=[CH:60][C:59]([C:62]2[CH:69]=[CH:68][C:65]([C:66]#[N:67])=[C:64]([Cl:70])[CH:63]=2)=[N:58]1, predict the reaction product. The product is: [Cl:70][C:64]1[CH:63]=[C:62]([C:59]2[CH:60]=[CH:61][N:57]([CH2:56][C@@H:55]([NH:54][C:7]([C:5]3[N:6]=[C:2]([CH3:1])[NH:3][CH:4]=3)=[O:9])[CH3:71])[N:58]=2)[CH:69]=[CH:68][C:65]=1[C:66]#[N:67].